The task is: Predict hERG channel inhibition at various concentrations.. This data is from hERG Central: cardiac toxicity at 1µM, 10µM, and general inhibition. (1) The molecule is O=C(CSc1nc(=O)n(CCCN2CCOCC2)c2c1CCCC2)Nc1ccc(Cl)cc1. Results: hERG_inhib (hERG inhibition (general)): blocker. (2) The molecule is COc1ccc(/C=N/Nc2nnc(Cc3ccccc3)c(=O)[nH]2)cc1OC. Results: hERG_inhib (hERG inhibition (general)): blocker. (3) The drug is COc1ccc(NS(=O)(=O)c2cccc(C(=O)N3CCN(Cc4ccc5c(c4)OCO5)CC3)c2)cc1. Results: hERG_inhib (hERG inhibition (general)): blocker. (4) The drug is CCNC(=O)/C(=C/c1cccc([N+](=O)[O-])c1)NC(=O)c1ccc(C)cc1. Results: hERG_inhib (hERG inhibition (general)): blocker. (5) The compound is CN(Cc1nc(-c2ccncc2)no1)S(=O)(=O)c1ccc(Cl)cc1. Results: hERG_inhib (hERG inhibition (general)): blocker.